Dataset: Forward reaction prediction with 1.9M reactions from USPTO patents (1976-2016). Task: Predict the product of the given reaction. (1) Given the reactants C([C:4]1C=C[C:7]2=[CH:8][O:9][CH:10]=[C:6]2[CH:5]=1)C=C.[CH2:13]1[CH2:17][O:16][CH2:15][CH2:14]1.[O:18]=[O+][O-].[BH4-].[Na+], predict the reaction product. The product is: [OH:9][CH2:8][CH2:7][C:6]1[CH:5]=[CH:4][C:14]2[C:15](=[O:18])[O:16][CH2:17][C:13]=2[CH:10]=1. (2) The product is: [NH2:2][C:1]1[C:3]2[C:4](=[CH:5][C:6]([C:7]([OH:9])=[O:8])=[CH:10][CH:11]=2)[NH:15][N:14]=1. Given the reactants [C:1]([C:3]1[CH:11]=[CH:10][C:6]([C:7]([OH:9])=[O:8])=[CH:5][C:4]=1F)#[N:2].O.[NH2:14][NH2:15], predict the reaction product. (3) Given the reactants [CH:1]1[C:14]2[C:5](=[N:6][CH:7]=[C:8]3[C:13]=2[CH:12]=[CH:11][CH:10]=[CH:9]3)[CH:4]=[CH:3][CH:2]=1.[F:15][C:16]1[CH:17]=[C:18]([CH:22]=[CH:23][CH:24]=1)[C:19](Cl)=[O:20].[NH:25]1[C:33]2[C:28](=[CH:29][CH:30]=[CH:31][CH:32]=2)[CH:27]=[CH:26]1, predict the reaction product. The product is: [F:15][C:16]1[CH:17]=[C:18]([C:19]([N:6]2[CH:7]([C:27]3[C:28]4[C:33](=[CH:32][CH:31]=[CH:30][CH:29]=4)[NH:25][CH:26]=3)[C:8]3[C:13](=[CH:12][CH:11]=[CH:10][CH:9]=3)[C:14]3[CH:1]=[CH:2][CH:3]=[CH:4][C:5]2=3)=[O:20])[CH:22]=[CH:23][CH:24]=1. (4) Given the reactants C(OC([N:8]([CH2:40][CH2:41][CH2:42][N:43]([CH3:45])[CH3:44])[C:9]1[CH:10]=[C:11]([NH:19][C:20]2[C:29]3[C:24](=[CH:25][CH:26]=[CH:27][CH:28]=3)[C:23]([C:30]3[CH:39]=[CH:38][C:33]([C:34]([O:36][CH3:37])=[O:35])=[CH:32][CH:31]=3)=[N:22][N:21]=2)[CH:12]=[C:13]([C:15]([F:18])([F:17])[F:16])[CH:14]=1)=O)(C)(C)C.Cl.C(OCC)C, predict the reaction product. The product is: [CH3:45][N:43]([CH3:44])[CH2:42][CH2:41][CH2:40][NH:8][C:9]1[CH:10]=[C:11]([NH:19][C:20]2[C:29]3[C:24](=[CH:25][CH:26]=[CH:27][CH:28]=3)[C:23]([C:30]3[CH:31]=[CH:32][C:33]([C:34]([O:36][CH3:37])=[O:35])=[CH:38][CH:39]=3)=[N:22][N:21]=2)[CH:12]=[C:13]([C:15]([F:17])([F:18])[F:16])[CH:14]=1. (5) Given the reactants [NH:1]1[C:6]2[N:7]=[CH:8][CH:9]=[CH:10][C:5]=2[C:4](=[O:11])[O:3][C:2]1=[O:12].O[CH2:14][C:15]1[CH:16]=[CH:17][C:18](=[O:21])[NH:19][CH:20]=1, predict the reaction product. The product is: [O:21]=[C:18]1[NH:19][CH:20]=[C:15]([CH2:14][N:1]2[C:6]3[N:7]=[CH:8][CH:9]=[CH:10][C:5]=3[C:4](=[O:11])[O:3][C:2]2=[O:12])[CH:16]=[CH:17]1. (6) Given the reactants [N+:1]([O-:4])(O)=[O:2].[NH:5]1[C:13]2[C:8](=[N:9][CH:10]=[CH:11][CH:12]=2)[CH:7]=[CH:6]1.[OH-].[Na+], predict the reaction product. The product is: [N+:1]([C:7]1[C:8]2=[N:9][CH:10]=[CH:11][CH:12]=[C:13]2[NH:5][CH:6]=1)([O-:4])=[O:2]. (7) The product is: [NH2:1][C:2]1[C:10]2[C:9]([CH3:11])=[C:8]([CH3:12])[N:7]=[N:6][C:5]=2[S:4][C:3]=1[C:13]([NH:49][CH2:50][C:51]1[CH:56]=[CH:55][C:54]([N:57]2[CH:62]=[CH:61][CH:60]=[CH:59][C:58]2=[O:63])=[C:53]([F:64])[CH:52]=1)=[O:15]. Given the reactants [NH2:1][C:2]1[C:10]2[C:9]([CH3:11])=[C:8]([CH3:12])[N:7]=[N:6][C:5]=2[S:4][C:3]=1[C:13]([OH:15])=O.C(N(CC)C(C)C)(C)C.CN(C(ON1N=NC2C=CC=NC1=2)=[N+](C)C)C.F[P-](F)(F)(F)(F)F.[NH2:49][CH2:50][C:51]1[CH:56]=[CH:55][C:54]([N:57]2[CH:62]=[CH:61][CH:60]=[CH:59][C:58]2=[O:63])=[C:53]([F:64])[CH:52]=1, predict the reaction product.